From a dataset of Forward reaction prediction with 1.9M reactions from USPTO patents (1976-2016). Predict the product of the given reaction. (1) The product is: [CH3:28][O:27][C:25]([C:23]1[CH:22]=[C:21]([C:29]([F:31])([F:30])[F:32])[CH:20]=[C:19]([NH:18][C:16](=[O:17])[NH:15][S:12]([C:10]2[S:11][C:7]([CH2:6][CH2:5][OH:4])=[C:8]([CH3:33])[CH:9]=2)(=[O:14])=[O:13])[N:24]=1)=[O:26]. Given the reactants C([O:4][CH2:5][CH2:6][C:7]1[S:11][C:10]([S:12]([NH:15][C:16]([NH:18][C:19]2[N:24]=[C:23]([C:25]([O:27][CH3:28])=[O:26])[CH:22]=[C:21]([C:29]([F:32])([F:31])[F:30])[CH:20]=2)=[O:17])(=[O:14])=[O:13])=[CH:9][C:8]=1[CH3:33])(=O)C.[H-].[Na+], predict the reaction product. (2) The product is: [CH3:1][C:2]1[CH:7]=[C:6]([N:8]2[CH2:17][CH2:16][C:15]3[C:10](=[CH:11][CH:12]=[C:13]([C:18]([F:21])([F:20])[F:19])[CH:14]=3)[CH2:9]2)[CH:5]=[C:4]([CH3:22])[C:3]=1[NH:23][C:24](=[S:40])[CH2:25][C:26]([CH3:29])([CH3:28])[CH3:27]. Given the reactants [CH3:1][C:2]1[CH:7]=[C:6]([N:8]2[CH2:17][CH2:16][C:15]3[C:10](=[CH:11][CH:12]=[C:13]([C:18]([F:21])([F:20])[F:19])[CH:14]=3)[CH2:9]2)[CH:5]=[C:4]([CH3:22])[C:3]=1[NH:23][C:24](=O)[CH2:25][C:26]([CH3:29])([CH3:28])[CH3:27].COC1C=CC(P2(SP(C3C=CC(OC)=CC=3)(=S)S2)=[S:40])=CC=1, predict the reaction product. (3) Given the reactants Cl[C:2]1[C:11]2[C:6](=[CH:7][C:8]([O:12][CH3:13])=[CH:9][CH:10]=2)[C:5]([Cl:14])=[C:4]([C:15]#[N:16])[N:3]=1.[CH3:17][C:18]1[N:19]=[CH:20][NH:21][CH:22]=1.C(O)(C)C, predict the reaction product. The product is: [CH3:8][OH:12].[NH3:3].[Cl:14][C:5]1[C:6]2[C:11](=[CH:10][CH:9]=[C:8]([O:12][CH3:13])[CH:7]=2)[C:2]([N:21]2[CH:22]=[C:18]([CH3:17])[N:19]=[CH:20]2)=[N:3][C:4]=1[C:15]#[N:16].